Dataset: Full USPTO retrosynthesis dataset with 1.9M reactions from patents (1976-2016). Task: Predict the reactants needed to synthesize the given product. (1) The reactants are: F[B-](F)(F)F.C[N+:7](C)=C(N(C)C)ON1C2C=CC=CC=2N=N1.[C:23]([C:25]1[CH:30]=[CH:29][C:28]([CH:31]2[N:36]([CH2:37][C:38](O)=[O:39])[C:35](=[O:41])[N:34]([C:42]3[CH:47]=[CH:46][CH:45]=[C:44]([C:48]([F:51])([F:50])[F:49])[CH:43]=3)[C:33]3[CH2:52][CH2:53][C:54](=[O:55])[C:32]2=3)=[CH:27][CH:26]=1)#[N:24].C(N(CC)C(C)C)(C)C.N. Given the product [C:23]([C:25]1[CH:26]=[CH:27][C:28]([CH:31]2[N:36]([CH2:37][C:38]([NH2:7])=[O:39])[C:35](=[O:41])[N:34]([C:42]3[CH:47]=[CH:46][CH:45]=[C:44]([C:48]([F:49])([F:51])[F:50])[CH:43]=3)[C:33]3[CH2:52][CH2:53][C:54](=[O:55])[C:32]2=3)=[CH:29][CH:30]=1)#[N:24], predict the reactants needed to synthesize it. (2) Given the product [Cl:20][C:17]1[CH:18]=[CH:19][C:14]([CH2:13][CH:10]2[C:9]3([O:21][CH2:2]3)[C:8]([CH:7]=[C:6]([Cl:5])[CH3:23])([CH3:22])[CH2:12][CH2:11]2)=[CH:15][CH:16]=1, predict the reactants needed to synthesize it. The reactants are: I[CH2:2]CI.[Cl:5][C:6](=[CH2:23])[CH2:7][C:8]1([CH3:22])[CH2:12][CH2:11][CH:10]([CH2:13][C:14]2[CH:19]=[CH:18][C:17]([Cl:20])=[CH:16][CH:15]=2)[C:9]1=[O:21].ICI.[OH-].[Na+].Cl. (3) Given the product [ClH:1].[Cl:1][C:2]1[CH:7]=[CH:6][C:5]([CH2:8][CH2:9][N:10]([CH3:17])[C@@H:11]2[CH2:15][CH2:14][CH2:13][C@H:12]2[NH:16][C:26](=[O:27])[C:25]2[CH:24]=[CH:23][C:22]([S:19]([CH3:18])(=[O:21])=[O:20])=[CH:30][CH:29]=2)=[CH:4][CH:3]=1, predict the reactants needed to synthesize it. The reactants are: [Cl:1][C:2]1[CH:7]=[CH:6][C:5]([CH2:8][CH2:9][N:10]([CH3:17])[C@@H:11]2[CH2:15][CH2:14][CH2:13][C@H:12]2[NH2:16])=[CH:4][CH:3]=1.[CH3:18][S:19]([C:22]1[CH:30]=[CH:29][C:25]([C:26](O)=[O:27])=[CH:24][CH:23]=1)(=[O:21])=[O:20]. (4) Given the product [C:14]([C:18]1[CH:26]=[C:25]2[C:21]([CH:22]=[C:23]([C:27]([NH:1][C@@H:2]3[CH2:6][CH2:5][NH:4][CH2:3]3)=[O:28])[NH:24]2)=[CH:20][CH:19]=1)([CH3:17])([CH3:15])[CH3:16], predict the reactants needed to synthesize it. The reactants are: [NH2:1][C@@H:2]1[CH2:6][CH2:5][N:4](C(OC(C)(C)C)=O)[CH2:3]1.[C:14]([C:18]1[CH:26]=[C:25]2[C:21]([CH:22]=[C:23]([C:27](O)=[O:28])[NH:24]2)=[CH:20][CH:19]=1)([CH3:17])([CH3:16])[CH3:15]. (5) Given the product [CH3:32][O:71][C:70](=[O:72])[C:69]1[CH:73]=[CH:74][C:66]([NH:65][C:28]([C@H:9]2[C@H:8]([C:4]3[CH:5]=[CH:6][CH:7]=[C:2]([Cl:1])[C:3]=3[F:31])[C@:12]([C:15]3[CH:20]=[CH:19][C:18]([Cl:21])=[CH:17][C:16]=3[F:22])([C:13]#[N:14])[C@H:11]([CH2:23][C:24]([CH3:27])([CH3:26])[CH3:25])[NH:10]2)=[O:29])=[CH:67][C:68]=1[Cl:75], predict the reactants needed to synthesize it. The reactants are: [Cl:1][C:2]1[C:3]([F:31])=[C:4]([CH:8]2[C:12]([C:15]3[CH:20]=[CH:19][C:18]([Cl:21])=[CH:17][C:16]=3[F:22])([C:13]#[N:14])[CH:11]([CH2:23][C:24]([CH3:27])([CH3:26])[CH3:25])[NH:10][CH:9]2[C:28](O)=[O:29])[CH:5]=[CH:6][CH:7]=1.[CH3:32]N(C(ON1N=NC2C=CC=NC1=2)=[N+](C)C)C.F[P-](F)(F)(F)(F)F.CCN(C(C)C)C(C)C.[NH2:65][C:66]1[CH:74]=[CH:73][C:69]([C:70]([OH:72])=[O:71])=[C:68]([Cl:75])[CH:67]=1.